This data is from Cav3 T-type calcium channel HTS with 100,875 compounds. The task is: Binary Classification. Given a drug SMILES string, predict its activity (active/inactive) in a high-throughput screening assay against a specified biological target. (1) The drug is O=C(Nc1cc2c(cc1)COC2=O)C1CCCCC1. The result is 0 (inactive). (2) The drug is O=C(CCCCCC[N+]1(CCCCCC1)C)/C=N\O. The result is 0 (inactive). (3) The molecule is FC(F)(F)c1ccc(CN2C(C34C(C(C(C3)(C4)c3cccnc3)c3ccccc3)C2)c2ccccc2)cc1. The result is 0 (inactive). (4) The molecule is FC(F)(F)c1c2c(n(nc2C)CCC#N)nc(c1)c1ccccc1. The result is 0 (inactive). (5) The drug is O=c1n(c2c(c3n(c(cc13)C(=O)NCc1oc(cc1)C)C)cccc2)C. The result is 0 (inactive). (6) The molecule is S=C1NC(C(CC)C)C(=O)N1CC=C. The result is 0 (inactive).